From a dataset of Forward reaction prediction with 1.9M reactions from USPTO patents (1976-2016). Predict the product of the given reaction. (1) The product is: [CH3:1][O:2][C:3](=[O:15])[C:4]1[CH:9]=[CH:8][C:7]([CH2:10][Br:16])=[C:6]([C:11]([F:12])([F:14])[F:13])[CH:5]=1. Given the reactants [CH3:1][O:2][C:3](=[O:15])[C:4]1[CH:9]=[CH:8][C:7]([CH3:10])=[C:6]([C:11]([F:14])([F:13])[F:12])[CH:5]=1.[Br:16]N1C(=O)CCC1=O.C(OOC(=O)C1C=CC=CC=1)(=O)C1C=CC=CC=1, predict the reaction product. (2) Given the reactants [CH3:1][O:2][C:3]1[CH:8]=[CH:7][C:6]([NH:9][CH2:10][CH2:11][CH2:12][O:13][C:14]2[CH:23]=[CH:22][C:21]3[C:16](=[CH:17][CH:18]=[CH:19][CH:20]=3)[CH:15]=2)=[CH:5][CH:4]=1.[CH2:24](I)[CH2:25][CH2:26][CH3:27], predict the reaction product. The product is: [CH3:1][O:2][C:3]1[CH:4]=[CH:5][C:6]([N:9]([CH2:10][CH2:11][CH2:12][O:13][C:14]2[CH:23]=[CH:22][C:21]3[C:16](=[CH:17][CH:18]=[CH:19][CH:20]=3)[CH:15]=2)[CH2:24][CH2:25][CH2:26][CH3:27])=[CH:7][CH:8]=1. (3) The product is: [Br:1][C:2]1[CH:3]=[C:4]2[C:9]([CH2:10][C:11]3[CH:16]=[CH:15][C:14]([N:17]([CH3:19])[CH3:18])=[CH:13][CH:12]=3)=[N:25][NH:24][C:5]2=[N:6][CH:7]=1. Given the reactants [Br:1][C:2]1[CH:3]=[C:4]([C:9](=O)[CH2:10][C:11]2[CH:16]=[CH:15][C:14]([N:17]([CH3:19])[CH3:18])=[CH:13][CH:12]=2)[C:5](F)=[N:6][CH:7]=1.C(O)C.[NH2:24][NH2:25], predict the reaction product. (4) Given the reactants [F:1][C:2]1[C:10]([F:11])=[CH:9][CH:8]=[CH:7][C:3]=1[C:4]([OH:6])=[O:5].[I:12]N1C(=O)CCC1=O.S([O-])([O-])=O.[Na+].[Na+], predict the reaction product. The product is: [F:1][C:2]1[C:10]([F:11])=[CH:9][C:8]([I:12])=[CH:7][C:3]=1[C:4]([OH:6])=[O:5].